Dataset: Full USPTO retrosynthesis dataset with 1.9M reactions from patents (1976-2016). Task: Predict the reactants needed to synthesize the given product. (1) Given the product [CH3:2][O:3][C:4](=[O:12])[CH2:5][C@@H:6]([N:10]([C:23]([O:22][C:19]([CH3:21])([CH3:20])[CH3:18])=[O:24])[CH3:11])[C:7]([OH:9])=[O:8], predict the reactants needed to synthesize it. The reactants are: Cl.[CH3:2][O:3][C:4](=[O:12])[CH2:5][C@@H:6]([NH:10][CH3:11])[C:7]([OH:9])=[O:8].C(=O)(O)[O-].[Na+].[CH3:18][C:19]([O:22][C:23](O[C:23]([O:22][C:19]([CH3:21])([CH3:20])[CH3:18])=[O:24])=[O:24])([CH3:21])[CH3:20].Cl. (2) Given the product [ClH:19].[NH2:1][CH2:2][CH2:3][NH:4][C:5]([NH:26][C:21]1[CH:22]=[CH:23][CH:24]=[CH:25][C:20]=1[Cl:19])=[O:11], predict the reactants needed to synthesize it. The reactants are: [NH2:1][CH2:2][CH2:3][NH:4][C:5](=[O:11])OC(C)(C)C.C(N(CC)CC)C.[Cl:19][C:20]1[CH:25]=[CH:24][CH:23]=[CH:22][C:21]=1[N:26]=C=O. (3) Given the product [CH3:18][NH:19][C:2]1[N:7]=[C:6]([O:8][C:9]2[CH:14]=[CH:13][C:12]([N+:15]([O-:17])=[O:16])=[CH:11][CH:10]=2)[CH:5]=[CH:4][N:3]=1, predict the reactants needed to synthesize it. The reactants are: Cl[C:2]1[N:7]=[C:6]([O:8][C:9]2[CH:14]=[CH:13][C:12]([N+:15]([O-:17])=[O:16])=[CH:11][CH:10]=2)[CH:5]=[CH:4][N:3]=1.[CH3:18][NH2:19].